Dataset: Forward reaction prediction with 1.9M reactions from USPTO patents (1976-2016). Task: Predict the product of the given reaction. Given the reactants C([SiH2]OC(C)(C)C1N=CN(C2C=CC(F)=CC=2)C=1)(C)(C)C.C([SiH2]O[C:28](C)([CH3:42])[C:29]1[N:30]=[C:31]([CH3:41])[N:32]([C:34]2[CH:39]=[CH:38][C:37]([F:40])=[CH:36][CH:35]=2)[CH:33]=1)(C)(C)C.C([Li])CCC.IC, predict the reaction product. The product is: [C:28]([C:29]1[N:30]=[C:31]([CH3:41])[N:32]([C:34]2[CH:39]=[CH:38][C:37]([F:40])=[CH:36][CH:35]=2)[CH:33]=1)#[CH:42].